This data is from Catalyst prediction with 721,799 reactions and 888 catalyst types from USPTO. The task is: Predict which catalyst facilitates the given reaction. The catalyst class is: 33. Reactant: [Cl:1][C:2]1[CH:7]=[CH:6][CH:5]=[CH:4][CH:3]=1.[CH:8]12[C:14](=[O:15])[O:13][C:11](=[O:12])[CH:9]1[CH2:10]2.[Cl-].[Al+3].[Cl-].[Cl-].CN(C)C=O. Product: [Cl:1][C:2]1[CH:7]=[CH:6][C:5]([C:14]([C@H:8]2[CH2:10][C@H:9]2[C:11]([OH:13])=[O:12])=[O:15])=[CH:4][CH:3]=1.